This data is from Forward reaction prediction with 1.9M reactions from USPTO patents (1976-2016). The task is: Predict the product of the given reaction. Given the reactants Cl[C:2]1[C:3]2[CH:10]=[CH:9][N:8]([C@H:11]3[C@@H:15]4[O:16][C:17]([CH3:20])([CH3:19])[O:18][C@@H:14]4[C@@H:13]([C@:21]([C:24]4[CH:29]=[CH:28][C:27]([F:30])=[C:26]([F:31])[CH:25]=4)([OH:23])[CH3:22])[O:12]3)[C:4]=2[N:5]=[CH:6][N:7]=1.[OH-].[NH4+:33], predict the reaction product. The product is: [NH2:33][C:2]1[C:3]2[CH:10]=[CH:9][N:8]([C@H:11]3[C@@H:15]4[O:16][C:17]([CH3:20])([CH3:19])[O:18][C@@H:14]4[C@@H:13]([C@:21]([C:24]4[CH:29]=[CH:28][C:27]([F:30])=[C:26]([F:31])[CH:25]=4)([OH:23])[CH3:22])[O:12]3)[C:4]=2[N:5]=[CH:6][N:7]=1.